This data is from Full USPTO retrosynthesis dataset with 1.9M reactions from patents (1976-2016). The task is: Predict the reactants needed to synthesize the given product. Given the product [Cl:2][C:3]1[CH:4]=[C:5]2[C:9](=[CH:10][CH:11]=1)[NH:8][CH:7]=[C:6]2[CH2:12][CH2:13][NH:14][C:51]([CH:47]1[CH2:41][CH2:39][N:42]([C:43]2[CH:44]=[CH:26][CH:25]=[CH:24][CH:45]=2)[CH2:46]1)=[O:52], predict the reactants needed to synthesize it. The reactants are: Cl.[Cl:2][C:3]1[CH:4]=[C:5]2[C:9](=[CH:10][CH:11]=1)[NH:8][CH:7]=[C:6]2[CH2:12][CH2:13][NH2:14].CN(C(ON1N=N[C:25]2[CH:26]=CC=N[C:24]1=2)=[N+](C)C)C.F[P-](F)(F)(F)(F)F.[CH:39]([N:42]([CH2:46][CH3:47])[CH:43]([CH3:45])[CH3:44])([CH3:41])C.CN([CH:51]=[O:52])C.